This data is from Reaction yield outcomes from USPTO patents with 853,638 reactions. The task is: Predict the reaction yield, written as a fraction of the theoretical maximum amount of product (1.0 means a 100% yield; for example, 0.34 means a 34% yield). (1) The reactants are Br[CH:2]1[CH2:6][CH2:5][O:4][C:3]1([CH3:8])[OH:7].C(O)(=[O:11])C.[CH:13]([NH2:15])=[NH:14].C(NCC)C.CN(C)[CH:23]=[O:24]. No catalyst specified. The product is [C:23]([OH:24])(=[O:11])[C:3]([OH:7])=[O:4].[CH3:8][C:3]1[NH:15][CH:13]=[N:14][C:2]=1[CH2:6][CH2:5][OH:4]. The yield is 0.420. (2) The reactants are [F:1][C@:2]1([CH3:18])[C@H:6]([OH:7])[C@@H:5]([CH2:8][OH:9])[O:4][C@H:3]1[N:10]1[CH:17]=[CH:16][C:14]([NH2:15])=[N:13][C:11]1=[O:12].[C:19](Cl)(=[O:26])[C:20]1[CH:25]=[CH:24][CH:23]=[CH:22][CH:21]=1. The catalyst is N1C=CC=CC=1. The product is [C:19]([NH:15][C:14]1[CH:16]=[CH:17][N:10]([C@@H:3]2[O:4][C@H:5]([CH:8]([C:19](=[O:26])[C:20]3[CH:25]=[CH:24][CH:23]=[CH:22][CH:21]=3)[OH:9])[C@@:6]([C:19](=[O:26])[C:20]3[CH:25]=[CH:24][CH:23]=[CH:22][CH:21]=3)([OH:7])[C@:2]2([F:1])[CH3:18])[C:11](=[O:12])[N:13]=1)(=[O:26])[C:20]1[CH:25]=[CH:24][CH:23]=[CH:22][CH:21]=1. The yield is 0.910. (3) The reactants are CO[C:3]([C:5]1[N:6]([CH3:25])[N:7]=[C:8]([O:10][CH2:11][C:12]2[C:13]([C:18]3[CH:23]=[CH:22][C:21]([F:24])=[CH:20][CH:19]=3)=[N:14][O:15][C:16]=2[CH3:17])[CH:9]=1)=[O:4].[NH2:26][N:27]1[CH2:32][CH2:31][O:30][CH2:29][CH2:28]1. No catalyst specified. The product is [N:27]1([NH:26][C:3]([C:5]2[N:6]([CH3:25])[N:7]=[C:8]([O:10][CH2:11][C:12]3[C:13]([C:18]4[CH:19]=[CH:20][C:21]([F:24])=[CH:22][CH:23]=4)=[N:14][O:15][C:16]=3[CH3:17])[CH:9]=2)=[O:4])[CH2:32][CH2:31][O:30][CH2:29][CH2:28]1. The yield is 0.870. (4) The product is [I:1][CH2:2][C:3]([NH:26][CH2:25][CH2:24][O:23][CH2:22][CH2:21][O:20][CH2:19][CH2:18][NH:17][C:10](=[O:11])[O:12][C:13]([CH3:16])([CH3:15])[CH3:14])=[O:4]. The catalyst is C(OCC)C. The yield is 0.700. The reactants are [I:1][CH2:2][C:3](O[C:3](=[O:4])[CH2:2][I:1])=[O:4].[C:10]([NH:17][CH2:18][CH2:19][O:20][CH2:21][CH2:22][O:23][CH2:24][CH2:25][NH2:26])([O:12][C:13]([CH3:16])([CH3:15])[CH3:14])=[O:11].C(OCC)(=O)C.CO. (5) The reactants are S(Cl)(C1C=CC(C)=CC=1)(=O)=O.[C:12]([OH:19])(=O)[CH2:13][CH:14]=[CH:15][CH2:16][CH3:17].[C:20]1([C:26]#[C:27][C:28]2[CH:46]=[CH:45][C:31]([C:32]([NH:34][C:35]3[CH:40]=[CH:39][CH:38]=[CH:37][C:36]=3[S:41](=[O:44])(=[O:43])[NH2:42])=[O:33])=[CH:30][CH:29]=2)[CH:25]=[CH:24][CH:23]=[CH:22][CH:21]=1. The catalyst is CN(C)C1C=CN=CC=1.O1CCCC1. The product is [C:20]1([C:26]#[C:27][C:28]2[CH:46]=[CH:45][C:31]([C:32]([NH:34][C:35]3[CH:40]=[CH:39][CH:38]=[CH:37][C:36]=3[S:41]([NH:42][C:12](=[O:19])[CH2:13]/[CH:14]=[CH:15]/[CH2:16][CH3:17])(=[O:43])=[O:44])=[O:33])=[CH:30][CH:29]=2)[CH:21]=[CH:22][CH:23]=[CH:24][CH:25]=1. The yield is 0.650. (6) The reactants are Br[C:2]1[CH:7]=[C:6]([O:8][CH3:9])[CH:5]=[C:4]([Cl:10])[CH:3]=1.C([Li])CCC.[B:16](OC)([O:19]C)[O:17]C.Cl. The catalyst is O1CCCC1.O. The product is [Cl:10][C:4]1[CH:3]=[C:2]([B:16]([OH:19])[OH:17])[CH:7]=[C:6]([O:8][CH3:9])[CH:5]=1. The yield is 0.360. (7) The reactants are S(Cl)([Cl:3])=O.[N+:5]([C:8]1[CH:9]=[C:10]([OH:17])[C:11](=[CH:15][CH:16]=1)[C:12](O)=[O:13])([O-:7])=[O:6]. The catalyst is C(Cl)(Cl)Cl. The product is [OH:17][C:10]1[CH:9]=[C:8]([N+:5]([O-:7])=[O:6])[CH:16]=[CH:15][C:11]=1[C:12]([Cl:3])=[O:13]. The yield is 0.750. (8) The reactants are [CH3:1][C:2]1([CH3:21])[O:7][C:6]2[CH:8]=[CH:9][CH:10]=[C:11](OS(C(F)(F)F)(=O)=O)[C:5]=2[C:4](=[O:20])[O:3]1.[CH2:22]([Sn](CCCC)(CCCC)C=C)[CH2:23]CC.[Cl-].[Li+].C(N(CC)CC)C. The catalyst is O1CCOCC1.C1C=CC([P]([Pd]([P](C2C=CC=CC=2)(C2C=CC=CC=2)C2C=CC=CC=2)([P](C2C=CC=CC=2)(C2C=CC=CC=2)C2C=CC=CC=2)[P](C2C=CC=CC=2)(C2C=CC=CC=2)C2C=CC=CC=2)(C2C=CC=CC=2)C2C=CC=CC=2)=CC=1. The product is [CH:22]([C:11]1[C:5]2[C:4](=[O:20])[O:3][C:2]([CH3:21])([CH3:1])[O:7][C:6]=2[CH:8]=[CH:9][CH:10]=1)=[CH2:23]. The yield is 0.810.